Dataset: Catalyst prediction with 721,799 reactions and 888 catalyst types from USPTO. Task: Predict which catalyst facilitates the given reaction. (1) Reactant: [CH2:1]([N:3]([CH2:29][CH3:30])[CH2:4][CH2:5][C:6]1[C:14]2[C:9](=[CH:10][CH:11]=[C:12]([NH:15][S:16]([C:19]3[C:28]4[C:23](=[CH:24][CH:25]=[CH:26][CH:27]=4)[CH:22]=[CH:21][CH:20]=3)(=[O:18])=[O:17])[CH:13]=2)[NH:8][CH:7]=1)[CH3:2].[ClH:31]. Product: [ClH:31].[CH2:29]([N:3]([CH2:1][CH3:2])[CH2:4][CH2:5][C:6]1[C:14]2[C:9](=[CH:10][CH:11]=[C:12]([NH:15][S:16]([C:19]3[C:28]4[C:23](=[CH:24][CH:25]=[CH:26][CH:27]=4)[CH:22]=[CH:21][CH:20]=3)(=[O:17])=[O:18])[CH:13]=2)[NH:8][CH:7]=1)[CH3:30]. The catalyst class is: 8. (2) The catalyst class is: 13. Reactant: C(OC([N:8]1[CH2:13][CH:12]=[C:11]([C:14]2[C:22]3[C:17](=[CH:18][CH:19]=[C:20]([NH:23][C:24]4[N:29]=[C:28]([NH:30][CH2:31][C:32]5[CH:37]=[CH:36][CH:35]=[CH:34][CH:33]=5)[C:27]([Br:38])=[CH:26][N:25]=4)[CH:21]=3)[NH:16][CH:15]=2)[CH2:10][CH2:9]1)=O)(C)(C)C.ClCCl.FC(F)(F)C(O)=O. Product: [CH2:31]([NH:30][C:28]1[C:27]([Br:38])=[CH:26][N:25]=[C:24]([NH:23][C:20]2[CH:21]=[C:22]3[C:17](=[CH:18][CH:19]=2)[NH:16][CH:15]=[C:14]3[C:11]2[CH2:12][CH2:13][NH:8][CH2:9][CH:10]=2)[N:29]=1)[C:32]1[CH:37]=[CH:36][CH:35]=[CH:34][CH:33]=1. (3) Reactant: [NH2:1][C:2]1[CH:10]=[CH:9][C:5]([C:6]([OH:8])=O)=[CH:4][C:3]=1[Cl:11].[C:12]([NH:16][C:17](=[O:31])[C:18]1[CH:23]=[CH:22][CH:21]=[C:20]([CH2:24][N:25]2[CH2:30][CH2:29][NH:28][CH2:27][CH2:26]2)[CH:19]=1)([CH3:15])([CH3:14])[CH3:13].Cl.CN(C)CCCN=C=NCC.C(N(CC)CC)C. Product: [NH2:1][C:2]1[CH:10]=[CH:9][C:5]([C:6]([N:28]2[CH2:27][CH2:26][N:25]([CH2:24][C:20]3[CH:19]=[C:18]([CH:23]=[CH:22][CH:21]=3)[C:17]([NH:16][C:12]([CH3:14])([CH3:15])[CH3:13])=[O:31])[CH2:30][CH2:29]2)=[O:8])=[CH:4][C:3]=1[Cl:11]. The catalyst class is: 10. (4) Reactant: O1[C:5]2([CH2:10][CH2:9][CH:8]([O:11][C:12]3[C:24]([CH:25]4[CH2:27][CH2:26]4)=[CH:23][C:15]([C:16]([O:18][C:19]([CH3:22])([CH3:21])[CH3:20])=[O:17])=[C:14]([F:28])[CH:13]=3)[CH2:7][CH2:6]2)[O:4]CC1.FC(F)(F)C(O)=O.ClCCl. Product: [CH:25]1([C:24]2[C:12]([O:11][CH:8]3[CH2:7][CH2:6][C:5](=[O:4])[CH2:10][CH2:9]3)=[CH:13][C:14]([F:28])=[C:15]([CH:23]=2)[C:16]([O:18][C:19]([CH3:21])([CH3:22])[CH3:20])=[O:17])[CH2:27][CH2:26]1. The catalyst class is: 30. (5) Reactant: [CH:1]1([C:4]2[N:8]=[C:7]([C:9]3[C:10]4[CH2:28][CH2:27][CH:26]([C:29]([F:32])([F:31])[F:30])[CH2:25][C:11]=4[S:12][C:13]=3[NH:14][C:15]([C:17]3[CH2:21][CH2:20][CH2:19][C:18]=3[C:22]([OH:24])=[O:23])=[O:16])[O:6][N:5]=2)[CH2:3][CH2:2]1.[C:33]12C(=O)OC(=O)C=1CCCC2. Product: [CH:1]1([C:4]2[N:8]=[C:7]([C:9]3[C:10]4[CH2:28][CH2:27][CH:26]([C:29]([F:32])([F:30])[F:31])[CH2:25][C:11]=4[S:12][C:13]=3[NH:14][C:15]([C:17]3[CH2:33][CH2:21][CH2:20][CH2:19][C:18]=3[C:22]([OH:24])=[O:23])=[O:16])[O:6][N:5]=2)[CH2:2][CH2:3]1. The catalyst class is: 61.